Predict the reactants needed to synthesize the given product. From a dataset of Full USPTO retrosynthesis dataset with 1.9M reactions from patents (1976-2016). (1) Given the product [CH2:21]([O:20][CH2:19][C@@H:18]([C:17]1[NH:16][C:3]2[CH:4]=[CH:5][C:6]([O:8][C:9]3[CH:14]=[CH:13][C:12]([F:15])=[CH:11][CH:10]=3)=[CH:7][C:2]=2[N:1]=1)[NH2:28])[C:22]1[CH:27]=[CH:26][CH:25]=[CH:24][CH:23]=1, predict the reactants needed to synthesize it. The reactants are: [NH2:1][C:2]1[CH:7]=[C:6]([O:8][C:9]2[CH:14]=[CH:13][C:12]([F:15])=[CH:11][CH:10]=2)[CH:5]=[CH:4][C:3]=1[NH:16][C:17](=O)[C@@H:18]([NH:28]C(=O)OC(C)(C)C)[CH2:19][O:20][CH2:21][C:22]1[CH:27]=[CH:26][CH:25]=[CH:24][CH:23]=1. (2) Given the product [CH3:21][Si:22]([CH3:29])([CH3:28])[CH2:23][CH2:24][O:25][CH2:26][N:7]1[C:6]2[CH:8]=[CH:9][CH:10]=[CH:11][C:5]=2[N:4]=[C:3]1[CH2:2][OH:1], predict the reactants needed to synthesize it. The reactants are: [OH:1][CH2:2][C:3]1[NH:4][C:5]2[CH:11]=[CH:10][CH:9]=[CH:8][C:6]=2[N:7]=1.C(N(CC)C(C)C)(C)C.[CH3:21][Si:22]([CH3:29])([CH3:28])[CH2:23][CH2:24][O:25][CH2:26]Cl. (3) Given the product [Cl:17][C:12]1[CH:13]=[C:14]2[C:9](=[CH:10][CH:11]=1)[NH:8][C:7](=[O:18])[C:6]([C:1](=[O:5])[CH2:2][CH:3]([O:20][CH3:19])[CH3:4])=[C:15]2[OH:16], predict the reactants needed to synthesize it. The reactants are: [C:1]([C:6]1[C:7](=[O:18])[NH:8][C:9]2[C:14]([C:15]=1[OH:16])=[CH:13][C:12]([Cl:17])=[CH:11][CH:10]=2)(=[O:5])[CH:2]=[CH:3][CH3:4].[CH3:19][O-:20].[Na+]. (4) The reactants are: [C:1]1([OH:6])[CH2:5][CH2:4][CH2:3][CH:2]=1.[F:7][C:8]1[CH:9]=[CH:10][C:11]([N+:15]([O-:17])=[O:16])=[C:12](O)[CH:13]=1.CCOC(/N=N/C(OCC)=O)=O. Given the product [CH:1]1([O:6][C:10]2[CH:9]=[C:8]([F:7])[CH:13]=[CH:12][C:11]=2[N+:15]([O-:17])=[O:16])[CH2:5][CH:4]=[CH:3][CH2:2]1, predict the reactants needed to synthesize it. (5) Given the product [CH2:6]([O:5][C:3](=[O:4])[C:2]([S:13][CH2:10][CH:11]=[CH2:12])([CH3:9])[CH3:8])[CH3:7], predict the reactants needed to synthesize it. The reactants are: Br[C:2]([CH3:9])([CH3:8])[C:3]([O:5][CH2:6][CH3:7])=[O:4].[CH2:10]([SH:13])[CH:11]=[CH2:12].[OH-].[K+]. (6) Given the product [C:22]([O:21][CH:19]([O:18][C:17]([NH:2][C@H:3]([C:8]([N:10]1[CH2:14][CH2:13][CH2:12][C@H:11]1[C:15]#[N:16])=[O:9])[C@H:4]([CH2:6][CH3:7])[CH3:5])=[O:25])[CH3:20])(=[O:24])[CH3:23], predict the reactants needed to synthesize it. The reactants are: Cl.[NH2:2][C@H:3]([C:8]([N:10]1[CH2:14][CH2:13][CH2:12][C@H:11]1[C:15]#[N:16])=[O:9])[C@H:4]([CH2:6][CH3:7])[CH3:5].[C:17](=O)([O:25]C1C=CC([N+]([O-])=O)=CC=1)[O:18][CH:19]([O:21][C:22](=[O:24])[CH3:23])[CH3:20].C(N(CC)CC)C. (7) Given the product [CH3:17][O:18][C:19]([C:21]1[CH:22]=[C:23]2[C:27](=[CH:28][CH:29]=1)[N:26]([CH2:11][C:9]1[CH:10]=[C:2]([F:1])[CH:3]=[C:4]3[C:8]=1[N:7]([CH2:13][CH:14]([CH3:16])[CH3:15])[N:6]=[CH:5]3)[N:25]=[CH:24]2)=[O:20], predict the reactants needed to synthesize it. The reactants are: [F:1][C:2]1[CH:3]=[C:4]2[C:8](=[C:9]([CH2:11]O)[CH:10]=1)[N:7]([CH2:13][CH:14]([CH3:16])[CH3:15])[N:6]=[CH:5]2.[CH3:17][O:18][C:19]([C:21]1[CH:22]=[C:23]2[C:27](=[CH:28][CH:29]=1)[NH:26][N:25]=[CH:24]2)=[O:20]. (8) The reactants are: Br[C:2]1[C:3]2[C:4]3[CH:18]=[CH:17][S:16][C:5]=3[C:6](=[O:15])[NH:7][C:8]=2[C:9]([CH3:14])=[CH:10][C:11]=1[O:12][CH3:13].[CH3:19][N:20]([CH2:28][CH:29]([C:33]1[CH:38]=[CH:37][C:36](B2OC(C)(C)C(C)(C)O2)=[CH:35][CH:34]=1)[CH:30]([CH3:32])[CH3:31])[C:21](=[O:27])[O:22][C:23]([CH3:26])([CH3:25])[CH3:24]. Given the product [CH3:13][O:12][C:11]1[CH:10]=[C:9]([CH3:14])[C:8]2[NH:7][C:6](=[O:15])[C:5]3[S:16][CH:17]=[CH:18][C:4]=3[C:3]=2[C:2]=1[C:36]1[CH:35]=[CH:34][C:33]([CH:29]([CH:30]([CH3:32])[CH3:31])[CH2:28][N:20]([CH3:19])[C:21](=[O:27])[O:22][C:23]([CH3:25])([CH3:26])[CH3:24])=[CH:38][CH:37]=1, predict the reactants needed to synthesize it. (9) Given the product [CH3:18][O:17][C:12](=[O:16])[C@H:13]([CH3:15])[NH:1][C:2]1[CH:11]=[CH:10][C:9]2[C:4](=[CH:5][CH:6]=[CH:7][CH:8]=2)[CH:3]=1, predict the reactants needed to synthesize it. The reactants are: [NH2:1][C:2]1[CH:11]=[CH:10][C:9]2[C:4](=[CH:5][CH:6]=[CH:7][CH:8]=2)[CH:3]=1.[C:12]([O:17][CH3:18])(=[O:16])[C:13]([CH3:15])=O.